Dataset: Reaction yield outcomes from USPTO patents with 853,638 reactions. Task: Predict the reaction yield, written as a fraction of the theoretical maximum amount of product (1.0 means a 100% yield; for example, 0.34 means a 34% yield). (1) The reactants are [NH2:1][C:2]1[N:3]=[C:4]2[CH:9]=[CH:8][C:7]([O:10][C:11]3[CH:12]=[C:13]([NH:17][C:18](=[O:30])[C:19]4[CH:24]=[CH:23][CH:22]=[C:21]([C:25]5([C:28]#[N:29])[CH2:27][CH2:26]5)[CH:20]=4)[CH:14]=[CH:15][CH:16]=3)=[N:6][N:5]2[CH:31]=1.[S:32]1[CH:36]=[CH:35][C:34]([C:37](O)=[O:38])=[CH:33]1.C(Cl)(=O)C(Cl)=O.O1CCCC1. The catalyst is CN(C)C=O.CN(C)C(=O)C. The product is [C:28]([C:25]1([C:21]2[CH:20]=[C:19]([CH:24]=[CH:23][CH:22]=2)[C:18]([NH:17][C:13]2[CH:12]=[C:11]([CH:16]=[CH:15][CH:14]=2)[O:10][C:7]2[CH:8]=[CH:9][C:4]3[N:5]([CH:31]=[C:2]([NH:1][C:37]([C:34]4[CH:35]=[CH:36][S:32][CH:33]=4)=[O:38])[N:3]=3)[N:6]=2)=[O:30])[CH2:27][CH2:26]1)#[N:29]. The yield is 0.290. (2) The reactants are [Br:1][C:2]1[C:3]([CH3:10])=[C:4]([NH2:9])[C:5]([NH2:8])=[CH:6][CH:7]=1.[F:11][C:12]1[CH:20]=[CH:19][C:15]([C:16](Cl)=O)=[CH:14][CH:13]=1.Cl. The catalyst is C(Cl)Cl. The product is [Br:1][C:2]1[CH:7]=[CH:6][C:5]2[N:8]=[C:16]([C:15]3[CH:19]=[CH:20][C:12]([F:11])=[CH:13][CH:14]=3)[NH:9][C:4]=2[C:3]=1[CH3:10]. The yield is 0.950.